This data is from Full USPTO retrosynthesis dataset with 1.9M reactions from patents (1976-2016). The task is: Predict the reactants needed to synthesize the given product. (1) The reactants are: [NH2:1][C:2]1[C:10]2[C:5](=[CH:6][CH:7]=[CH:8][CH:9]=2)[NH:4][C:3]=1[C:11]([O:13][CH2:14][CH3:15])=[O:12].[F:16][C:17]([F:34])([F:33])[C:18]1[CH:19]=[C:20]([N:24]2[CH2:29][CH2:28][CH:27]([C:30](O)=[O:31])[CH2:26][CH2:25]2)[CH:21]=[CH:22][CH:23]=1. Given the product [CH2:14]([O:13][C:11]([C:3]1[NH:4][C:5]2[C:10]([C:2]=1[NH:1][C:30]([CH:27]1[CH2:26][CH2:25][N:24]([C:20]3[CH:21]=[CH:22][CH:23]=[C:18]([C:17]([F:34])([F:16])[F:33])[CH:19]=3)[CH2:29][CH2:28]1)=[O:31])=[CH:9][CH:8]=[CH:7][CH:6]=2)=[O:12])[CH3:15], predict the reactants needed to synthesize it. (2) Given the product [C:19]([N:18]([CH:11]([C:12]1[CH:17]=[CH:16][CH:15]=[CH:14][CH:13]=1)[CH:9]([CH3:10])[CH3:8])[O:38][CH:24]([C:26]1[CH:33]=[CH:32][C:29]([CH2:30][Cl:31])=[CH:28][CH:27]=1)[CH3:25])([CH3:22])([CH3:21])[CH3:20], predict the reactants needed to synthesize it. The reactants are: C1(C)C=CC=CC=1.[CH3:8][CH:9]([CH:11]([N:18]([O])[C:19]([CH3:22])([CH3:21])[CH3:20])[C:12]1[CH:17]=[CH:16][CH:15]=[CH:14][CH:13]=1)[CH3:10].[CH:24]([C:26]1[CH:33]=[CH:32][C:29]([CH2:30][Cl:31])=[CH:28][CH:27]=1)=[CH2:25].[BH4-].[Na+].C([OH:38])C. (3) Given the product [F:13][C:14]1[CH:15]=[C:16]([CH:18]=[CH:19][CH:20]=1)[NH:17][C:22]1[CH:30]=[C:29]([F:31])[C:28]([F:32])=[CH:27][C:23]=1[C:24]([OH:26])=[O:25], predict the reactants needed to synthesize it. The reactants are: [Li]CCCC.C(NC(C)C)(C)C.[F:13][C:14]1[CH:15]=[C:16]([CH:18]=[CH:19][CH:20]=1)[NH2:17].F[C:22]1[CH:30]=[C:29]([F:31])[C:28]([F:32])=[CH:27][C:23]=1[C:24]([OH:26])=[O:25]. (4) Given the product [CH2:5]1[C:13]2[C:8](=[CH:9][C:10]([NH:14][C:3]([NH2:2])=[S:4])=[CH:11][CH:12]=2)[CH2:7][CH2:6]1, predict the reactants needed to synthesize it. The reactants are: [NH4+].[N:2]#[C:3][S-:4].[CH2:5]1[C:13]2[C:8](=[CH:9][C:10]([NH2:14])=[CH:11][CH:12]=2)[CH2:7][CH2:6]1. (5) Given the product [CH3:15][N:9]1[C:10]2[C:6](=[CH:5][C:4]([N+:1]([O-:3])=[O:2])=[CH:12][CH:11]=2)[CH:7]=[CH:8]1, predict the reactants needed to synthesize it. The reactants are: [N+:1]([C:4]1[CH:5]=[C:6]2[C:10](=[CH:11][CH:12]=1)[NH:9][CH:8]=[CH:7]2)([O-:3])=[O:2].[OH-].[K+].[CH3:15]I. (6) Given the product [NH2:11][C:9]1[N:8]=[CH:7][N:6]=[C:5]2[N:4]([CH:12]3[CH2:15][N:14]([CH3:16])[CH2:13]3)[N:3]=[C:2]([C:30]3[CH:29]=[CH:28][C:27]([NH:26][C:24]4[O:25][C:21]5[C:20]([CH3:43])=[CH:19][C:18]([CH3:17])=[CH:42][C:22]=5[N:23]=4)=[CH:32][CH:31]=3)[C:10]=12, predict the reactants needed to synthesize it. The reactants are: I[C:2]1[C:10]2[C:5](=[N:6][CH:7]=[N:8][C:9]=2[NH2:11])[N:4]([CH:12]2[CH2:15][N:14]([CH3:16])[CH2:13]2)[N:3]=1.[CH3:17][C:18]1[CH:19]=[C:20]([CH3:43])[C:21]2[O:25][C:24]([NH:26][C:27]3[CH:32]=[CH:31][C:30](B4OC(C)(C)C(C)(C)O4)=[CH:29][CH:28]=3)=[N:23][C:22]=2[CH:42]=1.C(=O)([O-])[O-].[Na+].[Na+]. (7) Given the product [CH3:1][O:2][CH2:3][CH2:4][CH2:5][N:6]1[CH2:29][CH2:28][C:9]2[N:10]([CH:18]=[C:19]([C:22]3[CH:23]=[CH:24][N:25]=[CH:26][CH:27]=3)[CH3:20])[C:11]3[CH:12]=[CH:13][C:14]([CH3:17])=[CH:15][C:16]=3[C:8]=2[CH2:7]1, predict the reactants needed to synthesize it. The reactants are: [CH3:1][O:2][CH2:3][CH2:4][CH2:5][N:6]1[CH2:29][CH2:28][C:9]2[N:10]([CH2:18][C:19]([C:22]3[CH:27]=[CH:26][N:25]=[CH:24][CH:23]=3)(O)[CH3:20])[C:11]3[CH:12]=[CH:13][C:14]([CH3:17])=[CH:15][C:16]=3[C:8]=2[CH2:7]1.C(=O)(O)[O-].[Na+]. (8) Given the product [ClH:33].[C:1]([C:4]1[CH:5]=[C:6]2[C:11](=[CH:12][CH:13]=1)[C:10](=[O:14])[N:9]([CH2:15][CH:16]([CH3:18])[CH3:17])[C:8]([CH2:19][NH2:20])=[C:7]2[O:28][CH2:29][CH2:30][CH2:31][CH3:32])(=[O:3])[CH3:2], predict the reactants needed to synthesize it. The reactants are: [C:1]([C:4]1[CH:5]=[C:6]2[C:11](=[CH:12][CH:13]=1)[C:10](=[O:14])[N:9]([CH2:15][CH:16]([CH3:18])[CH3:17])[C:8]([CH2:19][NH:20]C(=O)OC(C)(C)C)=[C:7]2[O:28][CH2:29][CH2:30][CH2:31][CH3:32])(=[O:3])[CH3:2].[ClH:33]. (9) Given the product [CH:21]1([C@H:4]2[C@H:3]([CH3:24])[C@@H:2]([NH:1][C:54]3[CH:59]=[N:58][C:57]([CH3:60])=[CH:56][N:55]=3)[C:11]3[C:6](=[CH:7][CH:8]=[C:9]([N:12]4[CH2:13][CH2:14][O:15][CH2:16][CH2:17]4)[CH:10]=3)[N:5]2[C:18](=[O:20])[CH3:19])[CH2:23][CH2:22]1, predict the reactants needed to synthesize it. The reactants are: [NH2:1][C@H:2]1[C:11]2[C:6](=[CH:7][CH:8]=[C:9]([N:12]3[CH2:17][CH2:16][O:15][CH2:14][CH2:13]3)[CH:10]=2)[N:5]([C:18](=[O:20])[CH3:19])[C@@H:4]([CH:21]2[CH2:23][CH2:22]2)[C@@H:3]1[CH3:24].CN(C1C(C2C(P(C3CCCCC3)C3CCCCC3)=CC=CC=2)=CC=CC=1)C.Cl[C:54]1[CH:59]=[N:58][C:57]([CH3:60])=[CH:56][N:55]=1.CC(C)([O-])C.[Na+].